From a dataset of Full USPTO retrosynthesis dataset with 1.9M reactions from patents (1976-2016). Predict the reactants needed to synthesize the given product. (1) Given the product [Cl:1][C:2]1[CH:7]=[C:6]([NH:35][CH2:34][C:29]2[CH:30]=[CH:31][CH:32]=[C:33]3[C:28]=2[CH:27]=[N:26][N:25]3[CH:20]2[CH2:21][CH2:22][CH2:23][CH2:24][O:19]2)[C:5]([N+:9]([O-:11])=[O:10])=[CH:4][N:3]=1, predict the reactants needed to synthesize it. The reactants are: [Cl:1][C:2]1[CH:7]=[C:6](Cl)[C:5]([N+:9]([O-:11])=[O:10])=[CH:4][N:3]=1.C(N(CC)CC)C.[O:19]1[CH2:24][CH2:23][CH2:22][CH2:21][CH:20]1[N:25]1[C:33]2[C:28](=[C:29]([CH2:34][NH2:35])[CH:30]=[CH:31][CH:32]=2)[CH:27]=[N:26]1. (2) The reactants are: [F:1][C:2]1[CH:3]=[C:4]([CH:9]2[C:18]3[C:13](=[CH:14][CH:15]=[CH:16][CH:17]=3)[CH2:12][CH2:11][NH:10]2)[CH:5]=[CH:6][C:7]=1[F:8].[F:19][C:20]1[CH:25]=[CH:24][C:23]([N:26]=[C:27]=[O:28])=[CH:22][CH:21]=1. Given the product [F:1][C:2]1[CH:3]=[C:4]([CH:9]2[C:18]3[C:13](=[CH:14][CH:15]=[CH:16][CH:17]=3)[CH2:12][CH2:11][N:10]2[C:27]([NH:26][C:23]2[CH:24]=[CH:25][C:20]([F:19])=[CH:21][CH:22]=2)=[O:28])[CH:5]=[CH:6][C:7]=1[F:8], predict the reactants needed to synthesize it. (3) Given the product [NH2:2][CH2:1][C:3]1[CH:4]=[N:5][N:6]2[C:15]3[C:10](=[CH:11][CH:12]=[CH:13][CH:14]=3)[C:9](=[O:16])[NH:8][C:7]=12, predict the reactants needed to synthesize it. The reactants are: [C:1]([C:3]1[CH:4]=[N:5][N:6]2[C:15]3[C:10](=[CH:11][CH:12]=[CH:13][CH:14]=3)[C:9](=[O:16])[NH:8][C:7]=12)#[N:2].[H][H]. (4) Given the product [CH3:26][O:25][C:22]1[CH:23]=[C:24]2[C:19](=[CH:20][C:21]=1[O:27][CH3:28])[N:18]=[CH:17][CH:16]=[C:15]2[O:14][C:8]1[CH:9]=[C:10]2[C:5](=[CH:6][CH:7]=1)[C:4]([NH:1][C:2]([NH:35][C:34]1[CH:36]=[CH:37][C:31]([O:30][CH3:29])=[CH:32][CH:33]=1)=[S:3])=[CH:13][CH:12]=[CH:11]2, predict the reactants needed to synthesize it. The reactants are: [N:1]([C:4]1[CH:13]=[CH:12][CH:11]=[C:10]2[C:5]=1[CH:6]=[CH:7][C:8]([O:14][C:15]1[C:24]3[C:19](=[CH:20][C:21]([O:27][CH3:28])=[C:22]([O:25][CH3:26])[CH:23]=3)[N:18]=[CH:17][CH:16]=1)=[CH:9]2)=[C:2]=[S:3].[CH3:29][O:30][C:31]1[CH:37]=[CH:36][C:34]([NH2:35])=[CH:33][CH:32]=1. (5) Given the product [CH3:28][C:29]1[N:33]([CH2:34][C:35]([N:37]2[CH2:38][CH2:39][N:40]([C:43]3[S:44][CH:45]=[C:46]([C:48]([O:7][CH:1]4[CH2:6][CH2:5][CH2:4][CH2:3][CH2:2]4)=[O:49])[N:47]=3)[CH2:41][CH2:42]2)=[O:36])[N:32]=[C:31]([C:51]([F:54])([F:52])[F:53])[CH:30]=1, predict the reactants needed to synthesize it. The reactants are: [CH:1]1([OH:7])[CH2:6][CH2:5][CH2:4][CH2:3][CH2:2]1.CN(C1C=CC=CN=1)C.C(N=C=NCCCN(C)C)C.[CH3:28][C:29]1[N:33]([CH2:34][C:35]([N:37]2[CH2:42][CH2:41][N:40]([C:43]3[S:44][CH:45]=[C:46]([C:48](O)=[O:49])[N:47]=3)[CH2:39][CH2:38]2)=[O:36])[N:32]=[C:31]([C:51]([F:54])([F:53])[F:52])[CH:30]=1. (6) Given the product [C:1]([CH:5]1[O:14][CH2:13][C:12]2[C:11]3[CH:15]=[CH:16][S:17][C:10]=3[C:9](=[O:8])[NH:21][C:7]=2[CH2:6]1)([CH3:4])([CH3:3])[CH3:2], predict the reactants needed to synthesize it. The reactants are: [C:1]([CH:5]1[O:14][CH2:13][C:12]2[C:11]3[CH:15]=[CH:16][S:17][C:10]=3[C:9](=O)[O:8][C:7]=2[CH2:6]1)([CH3:4])([CH3:3])[CH3:2].CO.[NH3:21]. (7) Given the product [CH2:15]([O:14][C:8]1[CH:7]=[C:6]2[C:11]([C:12]([OH:13])=[C:3]([NH:2][C:29](=[O:32])[CH2:30][CH3:31])[CH:4]=[N:5]2)=[CH:10][CH:9]=1)[C:16]1[CH:17]=[CH:18][CH:19]=[CH:20][CH:21]=1, predict the reactants needed to synthesize it. The reactants are: Cl.[NH2:2][C:3]1[CH:4]=[N:5][C:6]2[C:11]([C:12]=1[OH:13])=[CH:10][CH:9]=[C:8]([O:14][CH2:15][C:16]1[CH:21]=[CH:20][CH:19]=[CH:18][CH:17]=1)[CH:7]=2.C(N(CC)CC)C.[C:29](Cl)(=[O:32])[CH2:30][CH3:31].